This data is from Forward reaction prediction with 1.9M reactions from USPTO patents (1976-2016). The task is: Predict the product of the given reaction. (1) The product is: [CH2:27]([N:26]1[C:22]([C@H:18]2[CH2:19][CH2:20][CH2:21][C@@H:17]2[O:16][C:13]2[CH:14]=[CH:15][C:10]([S:7]([NH:6][C:30]3[CH:35]=[CH:34][N:33]=[CH:32][N:31]=3)(=[O:9])=[O:8])=[C:11]([F:29])[CH:12]=2)=[CH:23][CH:24]=[N:25]1)[CH3:28]. Given the reactants COC1C=C(OC)C=CC=1C[N:6]([C:30]1[CH:35]=[CH:34][N:33]=[CH:32][N:31]=1)[S:7]([C:10]1[CH:15]=[CH:14][C:13]([O:16][C@H:17]2[CH2:21][CH2:20][CH2:19][C@@H:18]2[C:22]2[N:26]([CH2:27][CH3:28])[N:25]=[CH:24][CH:23]=2)=[CH:12][C:11]=1[F:29])(=[O:9])=[O:8].C([SiH](CC)CC)C.FC(F)(F)C(O)=O, predict the reaction product. (2) Given the reactants [CH3:1][O:2][C:3]([C:5]1[CH:6]=[CH:7][C:8]2[S:12][C:11]([NH:13][CH:14]3[CH2:19][CH2:18][NH:17][CH2:16][CH2:15]3)=[N:10][C:9]=2[CH:20]=1)=[O:4].COC(C1C=CC2SC(Cl)=NC=2C=1)=O.[C:35]([O:39][C:40](N1CCC(N)CC1)=[O:41])([CH3:38])([CH3:37])[CH3:36], predict the reaction product. The product is: [CH3:1][O:2][C:3]([C:5]1[CH:6]=[CH:7][C:8]2[S:12][C:11]([NH:13][CH:14]3[CH2:15][CH2:16][N:17]([C:40]([O:39][C:35]([CH3:38])([CH3:37])[CH3:36])=[O:41])[CH2:18][CH2:19]3)=[N:10][C:9]=2[CH:20]=1)=[O:4]. (3) Given the reactants [Br:1][C:2]1[CH:7]=[C:6]([F:8])[CH:5]=[CH:4][C:3]=1[CH:9]1[C:14]([C:15]([O:17][CH2:18][CH3:19])=[O:16])=[C:13]([CH2:20]Br)[NH:12][C:11]([C:22]2[S:23][C:24]([F:27])=[CH:25][N:26]=2)=[N:10]1.Cl.[NH:29]1[CH2:34][CH2:33][O:32][CH2:31][CH:30]1[C:35]([OH:37])=[O:36], predict the reaction product. The product is: [Br:1][C:2]1[CH:7]=[C:6]([F:8])[CH:5]=[CH:4][C:3]=1[CH:9]1[N:10]=[C:11]([C:22]2[S:23][C:24]([F:27])=[CH:25][N:26]=2)[NH:12][C:13]([CH2:20][N:29]2[CH2:34][CH2:33][O:32][CH2:31][CH:30]2[C:35]([OH:37])=[O:36])=[C:14]1[C:15]([O:17][CH2:18][CH3:19])=[O:16].